From a dataset of Forward reaction prediction with 1.9M reactions from USPTO patents (1976-2016). Predict the product of the given reaction. (1) Given the reactants [CH2:1]([N:4]([CH2:12][CH2:13][CH2:14][O:15][Si:16]([C:19]([CH3:22])([CH3:21])[CH3:20])([CH3:18])[CH3:17])[C:5](=[O:11])[O:6][C:7]([CH3:10])([CH3:9])[CH3:8])[CH:2]=[CH2:3].CCCCCCCCC.P([O-])([O-])([O-])=O.[K+].[K+].[K+].[C:40]12([CH2:50][NH:51][C:52](=[O:61])[C:53]3[C:58]([Cl:59])=[CH:57][N:56]=[C:55](Cl)[CH:54]=3)[CH2:49][CH:44]3[CH2:45][CH:46]([CH2:48][CH:42]([CH2:43]3)[CH2:41]1)[CH2:47]2, predict the reaction product. The product is: [C:40]12([CH2:50][NH:51][C:52]([C:53]3[C:58]([Cl:59])=[CH:57][N:56]=[C:55]([CH2:3][CH2:2][CH2:1][N:4]([CH2:12][CH2:13][CH2:14][O:15][Si:16]([C:19]([CH3:22])([CH3:21])[CH3:20])([CH3:18])[CH3:17])[C:5](=[O:11])[O:6][C:7]([CH3:9])([CH3:10])[CH3:8])[CH:54]=3)=[O:61])[CH2:47][CH:46]3[CH2:45][CH:44]([CH2:43][CH:42]([CH2:48]3)[CH2:41]1)[CH2:49]2. (2) Given the reactants [Br:1][C:2]1[CH:3]=[CH:4][C:5]([NH:12][C:13]([C:15]2[C:19]3[CH:20]=[C:21]([S:24](Cl)(=[O:26])=[O:25])[CH:22]=[CH:23][C:18]=3[O:17][N:16]=2)=[O:14])=[C:6]([CH:11]=1)[C:7]([O:9]C)=[O:8].[CH2:28]([NH:30][CH2:31][CH3:32])[CH3:29], predict the reaction product. The product is: [CH2:28]([N:30]([CH2:31][CH3:32])[S:24]([C:21]1[CH:22]=[CH:23][C:18]2[O:17][N:16]=[C:15]([C:13]([NH:12][C:5]3[CH:4]=[CH:3][C:2]([Br:1])=[CH:11][C:6]=3[C:7]([OH:9])=[O:8])=[O:14])[C:19]=2[CH:20]=1)(=[O:26])=[O:25])[CH3:29]. (3) The product is: [Cl:1][C:2]1[CH:17]=[C:6]([C:7]([O:9][CH2:10][C:11]2[CH:16]=[CH:15][CH:14]=[CH:13][CH:12]=2)=[O:8])[C:5]([O:18][CH2:19][C:20]2[CH:25]=[CH:24][CH:23]=[CH:22][CH:21]=2)=[CH:4][C:3]=1[C:26]([OH:35])=[O:27]. Given the reactants [Cl:1][C:2]1[C:3]([CH:26]=[O:27])=[CH:4][C:5]([O:18][CH2:19][C:20]2[CH:25]=[CH:24][CH:23]=[CH:22][CH:21]=2)=[C:6]([CH:17]=1)[C:7]([O:9][CH2:10][C:11]1[CH:16]=[CH:15][CH:14]=[CH:13][CH:12]=1)=[O:8].CC(CC)=C.S(=O)(=O)([OH:35])N.Cl([O-])=O.[Na+].S([O-])([O-])(=O)=S.[Na+].[Na+], predict the reaction product.